From a dataset of Full USPTO retrosynthesis dataset with 1.9M reactions from patents (1976-2016). Predict the reactants needed to synthesize the given product. (1) Given the product [CH3:41][O:40][C:23]1[CH:22]=[C:21]([O:20][CH2:19][C:17]2[N:18]=[C:14]([NH2:6])[S:15][C:16]=2[CH3:42])[C:26]2[CH:27]=[C:28]([C:30]3[N:31]=[C:32]4[N:36]([CH:37]=3)[N:35]=[C:34]([O:38][CH3:39])[S:33]4)[O:29][C:25]=2[CH:24]=1, predict the reactants needed to synthesize it. The reactants are: COC1C=C(OC)C=CC=1C[N:6]([C:14]1[S:15][C:16]([CH3:42])=[C:17]([CH2:19][O:20][C:21]2[C:26]3[CH:27]=[C:28]([C:30]4[N:31]=[C:32]5[N:36]([CH:37]=4)[N:35]=[C:34]([O:38][CH3:39])[S:33]5)[O:29][C:25]=3[CH:24]=[C:23]([O:40][CH3:41])[CH:22]=2)[N:18]=1)C(=O)OC(C)(C)C.CC1C=C(C)C(C)=C(C)C=1C.FC(F)(F)C(O)=O. (2) Given the product [CH2:17]([O:16][CH:5]([CH2:6][C:7]1[CH:8]=[C:9]2[C:13](=[CH:14][CH:15]=1)[N:12]([CH2:21][C:22]1[N:23]=[C:24]([C:28]3[CH:33]=[CH:32][CH:31]=[CH:30][C:29]=3[F:34])[O:25][C:26]=1[CH3:27])[CH:11]=[CH:10]2)[C:4]([OH:3])=[O:19])[CH3:18], predict the reactants needed to synthesize it. The reactants are: C([O:3][C:4](=[O:19])[CH:5]([O:16][CH2:17][CH3:18])[CH2:6][C:7]1[CH:8]=[C:9]2[C:13](=[CH:14][CH:15]=1)[NH:12][CH:11]=[CH:10]2)C.Cl[CH2:21][C:22]1[N:23]=[C:24]([C:28]2[CH:33]=[CH:32][CH:31]=[CH:30][C:29]=2[F:34])[O:25][C:26]=1[CH3:27]. (3) Given the product [Li+:21].[Cl:18][C:15]1[CH:16]=[CH:17][C:12]([N:9]2[CH2:8][CH2:7][CH:6]([CH2:5][CH2:4][C:3]([O-:19])=[O:2])[CH2:11][CH2:10]2)=[CH:13][CH:14]=1, predict the reactants needed to synthesize it. The reactants are: C[O:2][C:3](=[O:19])[CH2:4][CH2:5][CH:6]1[CH2:11][CH2:10][N:9]([C:12]2[CH:17]=[CH:16][C:15]([Cl:18])=[CH:14][CH:13]=2)[CH2:8][CH2:7]1.[OH-].[Li+:21].O1CCCC1. (4) Given the product [Br:26][C:25]1[CH:24]=[C:23]([C:27]([F:30])([F:29])[F:28])[CH:22]=[C:18]2[C:17]=1[N:16]=[CH:32][N:15]([NH:14][C:5]1[CH:6]=[C:7]([C:10]([F:12])([F:13])[F:11])[CH:8]=[CH:9][C:4]=1[S:3][CH2:1][CH3:2])[C:19]2=[O:20], predict the reactants needed to synthesize it. The reactants are: [CH2:1]([S:3][C:4]1[CH:9]=[CH:8][C:7]([C:10]([F:13])([F:12])[F:11])=[CH:6][C:5]=1[NH:14][NH2:15])[CH3:2].[NH2:16][C:17]1[C:25]([Br:26])=[CH:24][C:23]([C:27]([F:30])([F:29])[F:28])=[CH:22][C:18]=1[C:19](O)=[O:20].N[C:32]1C(C(NNC2C=C(C#N)C=CC=2SCC)=O)=CC(Br)=CN=1. (5) Given the product [Br:1][C:2]1[CH:3]=[C:4]([CH:7]=[CH:8][C:9]=1[Cl:10])[CH:5]=[O:6], predict the reactants needed to synthesize it. The reactants are: [Br:1][C:2]1[CH:3]=[C:4]([CH:7]=[CH:8][C:9]=1[Cl:10])[CH2:5][OH:6].[Cr](Cl)([O-])(=O)=O.[NH+]1C=CC=CC=1. (6) Given the product [Cl:1][C:2]1[N:3]=[C:4]([N:12]2[CH2:17][CH2:16][O:15][CH2:14][CH2:13]2)[C:5]2[S:10][C:9]([C:22]3[CH:23]=[CH:24][C:19]([NH2:18])=[C:20]([O:28][CH3:29])[CH:21]=3)=[CH:8][C:6]=2[N:7]=1, predict the reactants needed to synthesize it. The reactants are: [Cl:1][C:2]1[N:3]=[C:4]([N:12]2[CH2:17][CH2:16][O:15][CH2:14][CH2:13]2)[C:5]2[S:10][C:9](I)=[CH:8][C:6]=2[N:7]=1.[NH2:18][C:19]1[CH:24]=[CH:23][C:22](B(O)O)=[CH:21][C:20]=1[O:28][CH3:29]. (7) Given the product [C:1]([NH:4][CH2:5][CH2:6][CH2:7][S:8]([O:11][CH2:12][C:13]([CH3:28])([CH3:27])[C@@H:14]([PH:29]([O:31][C:32]1[CH:37]=[CH:36][CH:35]=[CH:34][CH:33]=1)=[O:30])[C:15]([O:17][CH2:18][CH2:19][O:20][C:21]([O:23][CH2:24][CH3:25])=[O:22])=[O:16])(=[O:10])=[O:9])(=[O:3])[CH3:2], predict the reactants needed to synthesize it. The reactants are: [C:1]([NH:4][CH2:5][CH2:6][CH2:7][S:8]([O:11][CH2:12][C:13]([CH3:28])([CH3:27])[C@@H:14](O)[C:15]([O:17][CH2:18][CH2:19][O:20][C:21]([O:23][CH2:24][CH3:25])=[O:22])=[O:16])(=[O:10])=[O:9])(=[O:3])[CH3:2].[P:29](Cl)(OC1C=CC=CC=1)([O:31][C:32]1[CH:37]=[CH:36][CH:35]=[CH:34][CH:33]=1)=[O:30].C(N(CC)CC)C.